This data is from Catalyst prediction with 721,799 reactions and 888 catalyst types from USPTO. The task is: Predict which catalyst facilitates the given reaction. (1) Reactant: [CH3:1][C:2]1[S:6][C:5]([C:7]2[CH:12]=[CH:11][C:10]([C:13]([F:16])([F:15])[F:14])=[CH:9][CH:8]=2)=[N:4][C:3]=1[CH2:17][CH2:18][NH2:19].[CH3:20][O:21][C:22](=[O:36])[C:23]1[CH:28]=[C:27]([S:29](Cl)(=[O:31])=[O:30])[CH:26]=[CH:25][C:24]=1[CH:33]([CH3:35])[CH3:34].CN(C)C=O.C(=O)(O)[O-].[Na+]. Product: [CH3:20][O:21][C:22](=[O:36])[C:23]1[CH:28]=[C:27]([S:29](=[O:30])(=[O:31])[NH:19][CH2:18][CH2:17][C:3]2[N:4]=[C:5]([C:7]3[CH:8]=[CH:9][C:10]([C:13]([F:16])([F:15])[F:14])=[CH:11][CH:12]=3)[S:6][C:2]=2[CH3:1])[CH:26]=[CH:25][C:24]=1[CH:33]([CH3:34])[CH3:35]. The catalyst class is: 95. (2) Reactant: [N:1]([C:4]1[CH:5]=[C:6]([S:10][CH2:11][CH2:12][CH2:13][CH2:14][CH2:15][C:16]([O:18][CH2:19][CH3:20])=[O:17])[CH:7]=[CH:8][CH:9]=1)=[C:2]=[S:3].O.[NH2:22][NH2:23]. Product: [NH:22]([C:2]([NH:1][C:4]1[CH:5]=[C:6]([S:10][CH2:11][CH2:12][CH2:13][CH2:14][CH2:15][C:16]([O:18][CH2:19][CH3:20])=[O:17])[CH:7]=[CH:8][CH:9]=1)=[S:3])[NH2:23]. The catalyst class is: 11.